This data is from Full USPTO retrosynthesis dataset with 1.9M reactions from patents (1976-2016). The task is: Predict the reactants needed to synthesize the given product. Given the product [Br:1][C:2]1[C:10]2[N:9]=[CH:8][NH:7][C:6]=2[CH:5]=[C:4]([NH:11][C:8]2[NH:9][CH2:10][CH2:6][N:7]=2)[CH:3]=1, predict the reactants needed to synthesize it. The reactants are: [Br:1][C:2]1[C:10]2[NH:9][CH:8]=[N:7][C:6]=2[CH:5]=[C:4]([NH2:11])[CH:3]=1.